Dataset: Antibody developability classification from SAbDab with 2,409 antibodies. Task: Regression/Classification. Given an antibody's heavy chain and light chain sequences, predict its developability. TAP uses regression for 5 developability metrics; SAbDab uses binary classification. The antibody is ['QIQLVQSGPGLKKPGQTVKISCKASGYSFTDYGMNWVKQAPGKGLEWMGWINTSNGYTTYGAAFKGRFSFSVDNSASTAYLQLSNLKTADTAVYFCARSWYNRAMDYWGQGTSVTVSS', 'DILMTQSPSSLSVSVGSSVTITCQASQNITNYIVWYQQKPGQAPKLLIYYTSTLESGIPSRFSGSGSGRDYSFTISNLQPEDVATYYCLQYNSLLTFGGGTKLEIK']. Result: 0 (not developable).